Dataset: Peptide-MHC class I binding affinity with 185,985 pairs from IEDB/IMGT. Task: Regression. Given a peptide amino acid sequence and an MHC pseudo amino acid sequence, predict their binding affinity value. This is MHC class I binding data. The peptide sequence is AEFTFQLNL. The MHC is HLA-B44:02 with pseudo-sequence HLA-B44:02. The binding affinity (normalized) is 0.622.